Dataset: Catalyst prediction with 721,799 reactions and 888 catalyst types from USPTO. Task: Predict which catalyst facilitates the given reaction. (1) Reactant: [CH3:1][O:2][C:3]1[C:4]([CH2:13][CH:14]=[CH2:15])=[C:5]([CH:10]=[CH:11][CH:12]=1)[C:6]([O:8]C)=[O:7]. Product: [CH3:1][O:2][C:3]1[C:4]([CH2:13][CH2:14][CH3:15])=[C:5]([CH:10]=[CH:11][CH:12]=1)[C:6]([OH:8])=[O:7]. The catalyst class is: 19. (2) Reactant: [CH2:1]([NH:5][NH:6][C:7]([C@@H:9]1[CH2:13][C@@H:12]([S:14]CC2C=CC(OC)=CC=2)[CH2:11][N:10]1[S:24]([C:27]1[CH:36]=[CH:35][C:34]2[C:29](=[CH:30][CH:31]=[CH:32][CH:33]=2)[CH:28]=1)(=[O:26])=[O:25])=[O:8])[CH:2]([CH3:4])[CH3:3].C([SiH](CC)CC)C. Product: [CH2:1]([NH:5][NH:6][C:7]([C@@H:9]1[CH2:13][C@@H:12]([SH:14])[CH2:11][N:10]1[S:24]([C:27]1[CH:36]=[CH:35][C:34]2[C:29](=[CH:30][CH:31]=[CH:32][CH:33]=2)[CH:28]=1)(=[O:26])=[O:25])=[O:8])[CH:2]([CH3:4])[CH3:3]. The catalyst class is: 67. (3) Reactant: [CH3:1][O:2][C:3](=[O:24])[C@H:4]([CH2:16][C:17]1[CH:22]=[CH:21][C:20]([NH2:23])=[CH:19][CH:18]=1)[NH:5][C:6]([C:8]1[C:13]([CH3:14])=[CH:12][CH:11]=[CH:10][C:9]=1[Cl:15])=[S:7].[Cl:25][C:26]1[CH:34]=[CH:33][CH:32]=[C:31]([Cl:35])[C:27]=1[C:28](Cl)=[O:29].C(N(C(C)C)CC)(C)C.O. Product: [CH3:1][O:2][C:3](=[O:24])[C@H:4]([CH2:16][C:17]1[CH:22]=[CH:21][C:20]([NH:23][C:28]([C:27]2[C:26]([Cl:25])=[CH:34][CH:33]=[CH:32][C:31]=2[Cl:35])=[O:29])=[CH:19][CH:18]=1)[NH:5][C:6]([C:8]1[C:13]([CH3:14])=[CH:12][CH:11]=[CH:10][C:9]=1[Cl:15])=[S:7]. The catalyst class is: 4. (4) Reactant: [NH2:1][C:2]1[CH:3]=[C:4]2[C:9](=[CH:10][C:11]=1[C:12]([F:15])([F:14])[F:13])[NH:8][C:7](=[O:16])[N:6]([NH:17][S:18]([CH3:21])(=[O:20])=[O:19])[C:5]2=[O:22].C[O:24][CH:25]1[CH:29]([CH:30]=O)[CH2:28][CH:27](OC)O1. Product: [CH:25]([C:29]1[CH:28]=[CH:27][N:1]([C:2]2[CH:3]=[C:4]3[C:9](=[CH:10][C:11]=2[C:12]([F:13])([F:15])[F:14])[NH:8][C:7](=[O:16])[N:6]([NH:17][S:18]([CH3:21])(=[O:20])=[O:19])[C:5]3=[O:22])[CH:30]=1)=[O:24]. The catalyst class is: 15. (5) Reactant: [Br:1][CH2:2][CH2:3][CH:4]=[C:5]1[C:15]2[C:10](=[N:11][CH:12]=[CH:13][CH:14]=2)[O:9][C:8]2[CH:16]=[CH:17][CH:18]=[CH:19][C:7]=2[CH2:6]1.[Cl-].[Al+3].[Cl-].[Cl-].[C:24](Cl)(=[O:26])[CH3:25]. Product: [C:24]([C:19]1[C:7]2[CH2:6][C:5](=[CH:4][CH2:3][CH2:2][Br:1])[C:15]3[C:10]([O:9][C:8]=2[CH:16]=[CH:17][CH:18]=1)=[N:11][CH:12]=[CH:13][CH:14]=3)(=[O:26])[CH3:25]. The catalyst class is: 4. (6) Reactant: Cl[C:2]1[C:3]([NH2:8])=[N:4][CH:5]=[CH:6][N:7]=1.[CH3:9][O:10][C:11]1[CH:12]=[C:13]([S:17](Cl)(=[O:19])=[O:18])[CH:14]=[CH:15][CH:16]=1.[CH3:21][O-:22].[Na+]. Product: [CH3:9][O:10][C:11]1[CH:12]=[C:13]([S:17]([NH:8][C:3]2[C:2]([O:22][CH3:21])=[N:7][CH:6]=[CH:5][N:4]=2)(=[O:19])=[O:18])[CH:14]=[CH:15][CH:16]=1. The catalyst class is: 5.